This data is from Forward reaction prediction with 1.9M reactions from USPTO patents (1976-2016). The task is: Predict the product of the given reaction. (1) The product is: [C:1]([O:5][C:6](=[O:29])[NH:7][CH2:8][CH2:9][CH:10]([NH2:11])[C:22]1[CH:27]=[CH:26][CH:25]=[C:24]([Cl:28])[CH:23]=1)([CH3:4])([CH3:2])[CH3:3]. Given the reactants [C:1]([O:5][C:6](=[O:29])[NH:7][CH2:8][CH2:9][CH:10]([C:22]1[CH:27]=[CH:26][CH:25]=[C:24]([Cl:28])[CH:23]=1)[N:11]1C(=O)C2C(=CC=CC=2)C1=O)([CH3:4])([CH3:3])[CH3:2].O.NN, predict the reaction product. (2) Given the reactants [Br:1][C:2]1[CH:7]=[C:6]([F:8])[C:5]([O:9][CH2:10][CH2:11][CH2:12]SC)=[CH:4][C:3]=1[F:15].[S:16]([O-:21])(O[O-])(=O)=[O:17].[K+].[K+].O1CCC[CH2:25]1, predict the reaction product. The product is: [Br:1][C:2]1[CH:7]=[C:6]([F:8])[C:5]([O:9][CH2:10][CH2:11][CH2:12][S:16]([CH3:25])(=[O:21])=[O:17])=[CH:4][C:3]=1[F:15].